From a dataset of NCI-60 drug combinations with 297,098 pairs across 59 cell lines. Regression. Given two drug SMILES strings and cell line genomic features, predict the synergy score measuring deviation from expected non-interaction effect. (1) Drug 2: C1CN1P(=S)(N2CC2)N3CC3. Drug 1: CN(C)N=NC1=C(NC=N1)C(=O)N. Cell line: OVCAR3. Synergy scores: CSS=5.26, Synergy_ZIP=-0.127, Synergy_Bliss=1.75, Synergy_Loewe=0.625, Synergy_HSA=1.58. (2) Drug 1: C1CCC(C1)C(CC#N)N2C=C(C=N2)C3=C4C=CNC4=NC=N3. Drug 2: C1=C(C(=O)NC(=O)N1)N(CCCl)CCCl. Cell line: HT29. Synergy scores: CSS=9.50, Synergy_ZIP=-6.45, Synergy_Bliss=-0.805, Synergy_Loewe=-14.8, Synergy_HSA=-5.13. (3) Drug 1: CCCS(=O)(=O)NC1=C(C(=C(C=C1)F)C(=O)C2=CNC3=C2C=C(C=N3)C4=CC=C(C=C4)Cl)F. Drug 2: C1=C(C(=O)NC(=O)N1)N(CCCl)CCCl. Cell line: M14. Synergy scores: CSS=49.2, Synergy_ZIP=-0.669, Synergy_Bliss=0.701, Synergy_Loewe=-2.86, Synergy_HSA=3.64. (4) Drug 1: COC1=CC(=CC(=C1O)OC)C2C3C(COC3=O)C(C4=CC5=C(C=C24)OCO5)OC6C(C(C7C(O6)COC(O7)C8=CC=CS8)O)O. Drug 2: CN(C(=O)NC(C=O)C(C(C(CO)O)O)O)N=O. Cell line: K-562. Synergy scores: CSS=50.2, Synergy_ZIP=-0.944, Synergy_Bliss=-0.823, Synergy_Loewe=-1.22, Synergy_HSA=4.56. (5) Drug 2: CC1C(C(CC(O1)OC2CC(CC3=C2C(=C4C(=C3O)C(=O)C5=C(C4=O)C(=CC=C5)OC)O)(C(=O)CO)O)N)O.Cl. Cell line: NCI-H226. Drug 1: CN1CCC(CC1)COC2=C(C=C3C(=C2)N=CN=C3NC4=C(C=C(C=C4)Br)F)OC. Synergy scores: CSS=47.8, Synergy_ZIP=0.900, Synergy_Bliss=1.30, Synergy_Loewe=-27.5, Synergy_HSA=2.92. (6) Drug 1: CC12CCC(CC1=CCC3C2CCC4(C3CC=C4C5=CN=CC=C5)C)O. Drug 2: CNC(=O)C1=CC=CC=C1SC2=CC3=C(C=C2)C(=NN3)C=CC4=CC=CC=N4. Cell line: MOLT-4. Synergy scores: CSS=14.2, Synergy_ZIP=-5.25, Synergy_Bliss=1.53, Synergy_Loewe=-11.2, Synergy_HSA=1.09. (7) Synergy scores: CSS=58.8, Synergy_ZIP=-7.66, Synergy_Bliss=-3.47, Synergy_Loewe=-0.306, Synergy_HSA=2.75. Drug 1: CN(C)N=NC1=C(NC=N1)C(=O)N. Cell line: LOX IMVI. Drug 2: C1C(C(OC1N2C=C(C(=O)NC2=O)F)CO)O. (8) Drug 1: CNC(=O)C1=CC=CC=C1SC2=CC3=C(C=C2)C(=NN3)C=CC4=CC=CC=N4. Drug 2: C1=CC(=CC=C1C#N)C(C2=CC=C(C=C2)C#N)N3C=NC=N3. Cell line: SK-OV-3. Synergy scores: CSS=-1.27, Synergy_ZIP=0.745, Synergy_Bliss=1.71, Synergy_Loewe=-0.578, Synergy_HSA=-0.0587. (9) Drug 1: CN1C(=O)N2C=NC(=C2N=N1)C(=O)N. Drug 2: C1CN(CCN1C(=O)CCBr)C(=O)CCBr. Cell line: U251. Synergy scores: CSS=43.6, Synergy_ZIP=1.22, Synergy_Bliss=2.60, Synergy_Loewe=-7.15, Synergy_HSA=3.79. (10) Drug 1: CC1C(C(CC(O1)OC2CC(CC3=C2C(=C4C(=C3O)C(=O)C5=C(C4=O)C(=CC=C5)OC)O)(C(=O)CO)O)N)O.Cl. Drug 2: C1CN(CCN1C(=O)CCBr)C(=O)CCBr. Cell line: T-47D. Synergy scores: CSS=5.05, Synergy_ZIP=-4.68, Synergy_Bliss=-2.71, Synergy_Loewe=-2.52, Synergy_HSA=-1.95.